This data is from Retrosynthesis with 50K atom-mapped reactions and 10 reaction types from USPTO. The task is: Predict the reactants needed to synthesize the given product. (1) Given the product COc1ncccc1-c1cc(C(C)(C)C)cc(C=O)c1O, predict the reactants needed to synthesize it. The reactants are: CC(C)(C)c1cc(Br)c(O)c(C=O)c1.COc1ncccc1B(O)O. (2) Given the product CC(=O)OC[C@H]1O[C@@H](n2cc(F)c(=O)n(C(=O)c3ccc(Cl)cc3)c2=O)C[C@@H]1OCc1ccc(Cl)cc1, predict the reactants needed to synthesize it. The reactants are: CC(=O)OC[C@H]1O[C@@H](n2cc(F)c(=O)[nH]c2=O)C[C@@H]1OCc1ccc(Cl)cc1.O=C(Cl)c1ccc(Cl)cc1. (3) The reactants are: CCCn1c(N)c(N)c(=O)n(CCC)c1=O.O=C(NC1(C(=O)O)CCCC1)C(F)(F)F. Given the product CCCn1c(N)c(NC(=O)C2(NC(=O)C(F)(F)F)CCCC2)c(=O)n(CCC)c1=O, predict the reactants needed to synthesize it.